Dataset: Catalyst prediction with 721,799 reactions and 888 catalyst types from USPTO. Task: Predict which catalyst facilitates the given reaction. (1) Reactant: Cl[C:2]1[C:3]2[O:10][C:9]3[CH:11]=[CH:12][C:13]([Cl:15])=[CH:14][C:8]=3[C:4]=2[N:5]=[CH:6][N:7]=1.[CH:16]12[CH2:23][CH2:22][CH:19]([NH:20][CH2:21]1)[CH2:18][NH:17]2.C(N(C(C)C)CC)(C)C. Product: [Cl:15][C:13]1[CH:12]=[CH:11][C:9]2[O:10][C:3]3[C:2]([N:17]4[CH2:18][CH:19]5[CH2:22][CH2:23][CH:16]4[CH2:21][NH:20]5)=[N:7][CH:6]=[N:5][C:4]=3[C:8]=2[CH:14]=1. The catalyst class is: 412. (2) Reactant: [CH3:1][S:2][C:3]1[S:4][C:5]([C:8]2[CH:13]=[CH:12][CH:11]=[CH:10][C:9]=2[N+:14]([O-])=O)=[N:6][N:7]=1.O.[Cl-].[NH4+]. Product: [CH3:1][S:2][C:3]1[S:4][C:5]([C:8]2[CH:13]=[CH:12][CH:11]=[CH:10][C:9]=2[NH2:14])=[N:6][N:7]=1. The catalyst class is: 41. (3) Reactant: [Br:1][C:2]1[CH:11]=[CH:10][C:5]([C:6]([O:8][CH3:9])=[O:7])=[C:4]([CH3:12])[CH:3]=1.[Br:13]N1C(=O)CCC1=O.C(OOC(=O)C1C=CC=CC=1)(=O)C1C=CC=CC=1.Cl. Product: [Br:1][C:2]1[CH:11]=[CH:10][C:5]([C:6]([O:8][CH3:9])=[O:7])=[C:4]([CH2:12][Br:13])[CH:3]=1. The catalyst class is: 53. (4) Reactant: [OH:1][C:2]1[CH:10]=[CH:9][CH:8]=[CH:7][C:3]=1[C:4]([OH:6])=O.F[P-](F)(F)(F)(F)F.C[N+](C)=C(N(C)C)ON1C2N=CC=CC=2N=N1.C(N(CC)C(C)C)(C)C.[N:44]1([CH2:50][CH:51]([N:54]2[CH:58]=[C:57]([C:59]3[C:60]4[CH:67]=[CH:66][N:65](COCC[Si](C)(C)C)[C:61]=4[N:62]=[CH:63][N:64]=3)[CH:56]=[N:55]2)[CH2:52][CH3:53])[CH2:49][CH2:48][NH:47][CH2:46][CH2:45]1. Product: [N:62]1[C:61]2[NH:65][CH:66]=[CH:67][C:60]=2[C:59]([C:57]2[CH:56]=[N:55][N:54]([CH:51]([CH2:52][CH3:53])[CH2:50][N:44]3[CH2:49][CH2:48][N:47]([C:4]([C:3]4[CH:7]=[CH:8][CH:9]=[CH:10][C:2]=4[OH:1])=[O:6])[CH2:46][CH2:45]3)[CH:58]=2)=[N:64][CH:63]=1. The catalyst class is: 1. (5) Reactant: [C:1]1([N:7]2[CH2:12][CH2:11][C:10]([CH2:20][NH:21][C:22]([NH:24][C:25]3[C:30]([CH:31]([CH3:33])[CH3:32])=[CH:29][C:28]([NH:34][C:35]([O:37][C:38]([CH3:41])([CH3:40])[CH3:39])=[O:36])=[CH:27][C:26]=3[CH:42]([CH3:44])[CH3:43])=[O:23])([C:13]3[CH:18]=[CH:17][CH:16]=[C:15]([OH:19])[CH:14]=3)[CH2:9][CH2:8]2)[CH:6]=[CH:5][CH:4]=[CH:3][CH:2]=1.C(=O)([O-])[O-].[K+].[K+].Br[CH2:52][CH2:53][CH2:54][N:55]1[C:59](=[O:60])[C:58]2=[CH:61][CH:62]=[CH:63][CH:64]=[C:57]2[C:56]1=[O:65].O. Product: [C:1]1([N:7]2[CH2:12][CH2:11][C:10]([CH2:20][NH:21][C:22]([NH:24][C:25]3[C:26]([CH:42]([CH3:44])[CH3:43])=[CH:27][C:28]([NH:34][C:35]([O:37][C:38]([CH3:40])([CH3:39])[CH3:41])=[O:36])=[CH:29][C:30]=3[CH:31]([CH3:32])[CH3:33])=[O:23])([C:13]3[CH:18]=[CH:17][CH:16]=[C:15]([O:19][CH2:52][CH2:53][CH2:54][N:55]4[C:59](=[O:60])[C:58]5[C:57](=[CH:64][CH:63]=[CH:62][CH:61]=5)[C:56]4=[O:65])[CH:14]=3)[CH2:9][CH2:8]2)[CH:6]=[CH:5][CH:4]=[CH:3][CH:2]=1. The catalyst class is: 9. (6) Reactant: O[C:2]1[C:3](=[O:21])[N:4]([C:8]2[CH:13]=[CH:12][C:11]([O:14][CH2:15][C:16]([OH:19])([CH3:18])[CH3:17])=[C:10]([CH3:20])[CH:9]=2)[CH:5]=[CH:6][N:7]=1.C1CN([P+](ON2N=NC3C=CC=CC2=3)(N2CCCC2)N2CCCC2)CC1.F[P-](F)(F)(F)(F)F.C(N(C(C)C)C(C)C)C.[F:64][C:65]([F:74])([F:73])[C:66]1[CH:67]=[CH:68][C:69]([SH:72])=[N:70][CH:71]=1. Product: [OH:19][C:16]([CH3:18])([CH3:17])[CH2:15][O:14][C:11]1[CH:12]=[CH:13][C:8]([N:4]2[CH:5]=[CH:6][N:7]=[C:2]([S:72][C:69]3[CH:68]=[CH:67][C:66]([C:65]([F:64])([F:73])[F:74])=[CH:71][N:70]=3)[C:3]2=[O:21])=[CH:9][C:10]=1[CH3:20]. The catalyst class is: 634. (7) Reactant: [C:1]([O:5][C:6]([N:8]1[CH2:13][CH2:12][N:11]([C:14]2[CH:15]=[C:16]([CH:20]=[CH:21][CH:22]=2)[C:17]([OH:19])=O)[CH2:10][CH2:9]1)=[O:7])([CH3:4])([CH3:3])[CH3:2].CN(C(ON1N=NC2C=CC=NC1=2)=[N+](C)C)C.F[P-](F)(F)(F)(F)F.[NH2:47][CH2:48][CH:49]([OH:61])[CH2:50][N:51]1[CH2:60][CH2:59][C:58]2[C:53](=[CH:54][CH:55]=[CH:56][CH:57]=2)[CH2:52]1.CCN(C(C)C)C(C)C. Product: [CH2:52]1[C:53]2[C:58](=[CH:57][CH:56]=[CH:55][CH:54]=2)[CH2:59][CH2:60][N:51]1[CH2:50][CH:49]([OH:61])[CH2:48][NH:47][C:17]([C:16]1[CH:15]=[C:14]([N:11]2[CH2:10][CH2:9][N:8]([C:6]([O:5][C:1]([CH3:2])([CH3:3])[CH3:4])=[O:7])[CH2:13][CH2:12]2)[CH:22]=[CH:21][CH:20]=1)=[O:19]. The catalyst class is: 2.